From a dataset of Catalyst prediction with 721,799 reactions and 888 catalyst types from USPTO. Predict which catalyst facilitates the given reaction. (1) Reactant: [C:1]([CH2:3][CH2:4][O:5][CH2:6][CH2:7][CH2:8][O:9][C:10]1[C:11]2[C:18]([C:19]3[CH:24]=[CH:23][C:22]([O:25][CH3:26])=[CH:21][CH:20]=3)=[C:17]([C:27]3[CH:32]=[CH:31][CH:30]=[CH:29][CH:28]=3)[O:16][C:12]=2[N:13]=[CH:14][N:15]=1)#[N:2].C[Si]([N:37]=[N+:38]=[N-:39])(C)C.C([Sn](=O)CCCC)CCC.C(O)CO. Product: [CH3:26][O:25][C:22]1[CH:21]=[CH:20][C:19]([C:18]2[C:11]3[C:10]([O:9][CH2:8][CH2:7][CH2:6][O:5][CH2:4][CH2:3][C:1]4[NH:39][N:38]=[N:37][N:2]=4)=[N:15][CH:14]=[N:13][C:12]=3[O:16][C:17]=2[C:27]2[CH:32]=[CH:31][CH:30]=[CH:29][CH:28]=2)=[CH:24][CH:23]=1. The catalyst class is: 11. (2) Reactant: [C:1]([O:5][C:6]([N:8]1[CH2:13][CH:12]2[CH2:14][CH:9]1[CH2:10][NH:11]2)=[O:7])([CH3:4])([CH3:3])[CH3:2].C(N(C(C)C)CC)(C)C.Cl[C:25]1[N:30]2[N:31]=[C:32]([C:41]3[CH:46]=[CH:45][CH:44]=[CH:43][C:42]=3[Cl:47])[C:33]([C:34]3[CH:39]=[CH:38][C:37]([Cl:40])=[CH:36][CH:35]=3)=[C:29]2[N:28]=[C:27]([CH3:48])[N:26]=1. Product: [C:1]([O:5][C:6]([N:8]1[CH2:13][C@@H:12]2[CH2:14][C@H:9]1[CH2:10][N:11]2[C:25]1[N:30]2[N:31]=[C:32]([C:41]3[CH:46]=[CH:45][CH:44]=[CH:43][C:42]=3[Cl:47])[C:33]([C:34]3[CH:39]=[CH:38][C:37]([Cl:40])=[CH:36][CH:35]=3)=[C:29]2[N:28]=[C:27]([CH3:48])[N:26]=1)=[O:7])([CH3:4])([CH3:2])[CH3:3]. The catalyst class is: 2. (3) Reactant: O[CH2:2][C:3]1[CH:4]=[C:5]2[C:9](=[CH:10][CH:11]=1)[CH2:8][C@@H:7]([NH:12][S:13]([CH:16]([CH3:18])[CH3:17])(=[O:15])=[O:14])[CH2:6]2.S(Cl)(Cl)=O.[F:23][C:24]([F:35])([F:34])[C:25]1[C:29]([C:30]([OH:33])([CH3:32])[CH3:31])=[CH:28][NH:27][N:26]=1.C(=O)([O-])[O-].[K+].[K+]. Product: [OH:33][C:30]([C:29]1[C:25]([C:24]([F:35])([F:34])[F:23])=[N:26][N:27]([CH2:2][C:3]2[CH:4]=[C:5]3[C:9](=[CH:10][CH:11]=2)[CH2:8][C@@H:7]([NH:12][S:13]([CH:16]([CH3:18])[CH3:17])(=[O:15])=[O:14])[CH2:6]3)[CH:28]=1)([CH3:32])[CH3:31]. The catalyst class is: 2. (4) Reactant: [C:1]([Mg]Br)#[CH:2].[N:5]1[CH:9]=[CH:8][N:7]2[CH2:10][CH2:11][C:12](=[O:13])[C:6]=12. Product: [C:1]([C:12]1([OH:13])[C:6]2=[N:5][CH:9]=[CH:8][N:7]2[CH2:10][CH2:11]1)#[CH:2]. The catalyst class is: 1. (5) Reactant: [N:1]1[CH:6]=[CH:5][CH:4]=[C:3]([N:7]2[CH:11]=[C:10]([C:12]3[N:17]=[C:16]([C:18]([NH2:20])=[NH:19])[CH:15]=[CH:14][CH:13]=3)[CH:9]=[N:8]2)[CH:2]=1.F[P-](F)(F)(F)(F)F.CN(C)[CH:30]=[CH:31][CH:32]=[N+](C)C.[O-]CC.[Na+]. Product: [N:1]1[CH:6]=[CH:5][CH:4]=[C:3]([N:7]2[CH:11]=[C:10]([C:12]3[N:17]=[C:16]([C:18]4[N:20]=[CH:32][CH:31]=[CH:30][N:19]=4)[CH:15]=[CH:14][CH:13]=3)[CH:9]=[N:8]2)[CH:2]=1. The catalyst class is: 8. (6) Reactant: Cl[C:2]1[C:3]2[N:10]([CH3:11])[CH:9]=[CH:8][C:4]=2[N:5]=[CH:6][N:7]=1.[NH2:12][C:13]1[CH:18]=[CH:17][C:16]([OH:19])=[CH:15][C:14]=1[Cl:20].C(=O)([O-])[O-].[K+].[K+].CN1CCCC1=O. The catalyst class is: 6. Product: [Cl:20][C:14]1[CH:15]=[C:16]([O:19][C:2]2[C:3]3[N:10]([CH3:11])[CH:9]=[CH:8][C:4]=3[N:5]=[CH:6][N:7]=2)[CH:17]=[CH:18][C:13]=1[NH2:12]. (7) Product: [CH3:60][O:59][C:56]1[CH:55]=[CH:54][C:53]([C:38]([C:45]2[CH:46]=[CH:47][C:48]([O:51][CH3:52])=[CH:49][CH:50]=2)([C:39]2[CH:40]=[CH:41][CH:42]=[CH:43][CH:44]=2)[O:37][CH2:36][CH2:35][CH2:34][C:32]([CH3:61])([O:31][C:29]([NH:6][C@@H:5]([CH2:7][C:8]2[CH:13]=[CH:12][CH:11]=[CH:10][CH:9]=2)[C:4]([O:3][CH3:2])=[O:14])=[O:30])[CH3:33])=[CH:58][CH:57]=1. The catalyst class is: 9. Reactant: Cl.[CH3:2][O:3][C:4](=[O:14])[C@H:5]([CH2:7][C:8]1[CH:13]=[CH:12][CH:11]=[CH:10][CH:9]=1)[NH2:6].C(N(C(C)C)CC)(C)C.N1([C:29]([O:31][C:32]([CH3:61])([CH2:34][CH2:35][CH2:36][O:37][C:38]([C:53]2[CH:58]=[CH:57][C:56]([O:59][CH3:60])=[CH:55][CH:54]=2)([C:45]2[CH:50]=[CH:49][C:48]([O:51][CH3:52])=[CH:47][CH:46]=2)[C:39]2[CH:44]=[CH:43][CH:42]=[CH:41][CH:40]=2)[CH3:33])=[O:30])C=CN=C1.